From a dataset of TCR-epitope binding with 47,182 pairs between 192 epitopes and 23,139 TCRs. Binary Classification. Given a T-cell receptor sequence (or CDR3 region) and an epitope sequence, predict whether binding occurs between them. (1) The epitope is GILGFVFTL. The TCR CDR3 sequence is CASSLVQASENEQYF. Result: 1 (the TCR binds to the epitope). (2) The epitope is RLRAEAQVK. The TCR CDR3 sequence is CSASIPGQGVFQPQHF. Result: 1 (the TCR binds to the epitope). (3) The epitope is FLPRVFSAV. Result: 1 (the TCR binds to the epitope). The TCR CDR3 sequence is CASSPTLSYEQYF. (4) The epitope is LLQTGIHVRVSQPSL. The TCR CDR3 sequence is CASSSLAGGPIVGELFF. Result: 1 (the TCR binds to the epitope). (5) The epitope is YYRRATRRIR. The TCR CDR3 sequence is CASSLQQGSFGYTF. Result: 0 (the TCR does not bind to the epitope). (6) The epitope is FLPRVFSAV. The TCR CDR3 sequence is CASSPRDSNEQYF. Result: 1 (the TCR binds to the epitope). (7) The epitope is SGPLKAEIAQRLED. The TCR CDR3 sequence is CASSEQGQGEKLFF. Result: 0 (the TCR does not bind to the epitope). (8) The epitope is TFYLTNDVSFL. Result: 0 (the TCR does not bind to the epitope). The TCR CDR3 sequence is CASSLRGERTYNEQFF. (9) The epitope is GILGFVFTL. The TCR CDR3 sequence is CASSLTAGGGNSPLHF. Result: 1 (the TCR binds to the epitope).